This data is from NCI-60 drug combinations with 297,098 pairs across 59 cell lines. The task is: Regression. Given two drug SMILES strings and cell line genomic features, predict the synergy score measuring deviation from expected non-interaction effect. (1) Drug 1: CNC(=O)C1=CC=CC=C1SC2=CC3=C(C=C2)C(=NN3)C=CC4=CC=CC=N4. Drug 2: CCN(CC)CCNC(=O)C1=C(NC(=C1C)C=C2C3=C(C=CC(=C3)F)NC2=O)C. Cell line: M14. Synergy scores: CSS=-4.22, Synergy_ZIP=2.24, Synergy_Bliss=-0.939, Synergy_Loewe=-6.97, Synergy_HSA=-5.49. (2) Drug 1: C1=NC(=NC(=O)N1C2C(C(C(O2)CO)O)O)N. Drug 2: C(CN)CNCCSP(=O)(O)O. Cell line: CCRF-CEM. Synergy scores: CSS=25.1, Synergy_ZIP=3.52, Synergy_Bliss=3.13, Synergy_Loewe=-26.5, Synergy_HSA=2.30.